Dataset: Experimentally validated miRNA-target interactions with 360,000+ pairs, plus equal number of negative samples. Task: Binary Classification. Given a miRNA mature sequence and a target amino acid sequence, predict their likelihood of interaction. (1) The miRNA is hsa-miR-1292-5p with sequence UGGGAACGGGUUCCGGCAGACGCUG. The protein sequence of the target gene is MMKSIQLCILLWCLRAVCCHSCELTNITISVEKEECRFCISINTTWCEGYCYTRDLVYKDPARPNTQKVCTFKELVYETIRLPGCARHSDSLYTYPVATECHCGKCDSDSTDCTVRGLGPSYCSFGEMKE. Result: 0 (no interaction). (2) The miRNA is mmu-miR-6934-3p with sequence ACCUCUGCUCCUGCCCCACCAG. The protein sequence of the target gene is MADEALFLLLHNEMVSGVYKSAEQGEVENGRCVTKLESMGFRVGQGLIERFTKDTARFKDELDIMKFICKDFWTTVFKKQIDNLRTNHQGIYVLQDNKFRLLIQLSAGKQYLEHASKYLAFTCGLIRGGLSNLGIKSIVTAEVSSMPACKFQVMIQKL. Result: 0 (no interaction). (3) The miRNA is hsa-miR-6848-3p with sequence GUGGUCUCUUGGCCCCCAG. The protein sequence of the target gene is MAPIPKTVGRIKLDCSLRPSCPLEVAAAPKLCKEFGPEDYGEEDIVDFLRRLVESDPQGLHRIHVDGSSGRLQLWHHDYLLGHLDDEGKSTGQSDRGKGAEGLGTYCGLRKSFLYPPQESEPCPQSPSASATFPSVSDSLLQVAMPQKLLVTEEEANRLAEELVAEEERMKQKAEKKRLKKKRQKERKRQERLEQYCGEPKASTTSDGDESPPSSPGNPVQGQCGEEEDSLDLSSTFVSLALRKVGDWPLSARREKGLNQEPQGRGLALQKMGQEEESPPREERPQQSPKVQASPGLLAA.... Result: 1 (interaction).